This data is from TCR-epitope binding with 47,182 pairs between 192 epitopes and 23,139 TCRs. The task is: Binary Classification. Given a T-cell receptor sequence (or CDR3 region) and an epitope sequence, predict whether binding occurs between them. (1) The epitope is KLNVGDYFV. The TCR CDR3 sequence is CASSERTGTGGLGGELFF. Result: 1 (the TCR binds to the epitope). (2) The epitope is NLDSKVGGNY. The TCR CDR3 sequence is CASTFVYGVDSPLHF. Result: 0 (the TCR does not bind to the epitope). (3) The epitope is YLNTLTLAV. The TCR CDR3 sequence is CASSDLLAGVLEQFF. Result: 0 (the TCR does not bind to the epitope). (4) The TCR CDR3 sequence is CASSESDGTGELFF. The epitope is IPIQASLPF. Result: 0 (the TCR does not bind to the epitope). (5) The epitope is FPPTSFGPL. The TCR CDR3 sequence is CASSQEHRSNTEAFF. Result: 1 (the TCR binds to the epitope). (6) The epitope is KRWIILGLNK. The TCR CDR3 sequence is CASSLLGGDLYEQYF. Result: 1 (the TCR binds to the epitope). (7) The epitope is IVTDFSVIK. The TCR CDR3 sequence is CASSPQGPFNEQFF. Result: 0 (the TCR does not bind to the epitope).